Dataset: Full USPTO retrosynthesis dataset with 1.9M reactions from patents (1976-2016). Task: Predict the reactants needed to synthesize the given product. Given the product [CH2:13]([C:12]1[C:3]2[CH:4]=[C:5]([C:6]([O:8][CH3:9])=[O:7])[CH:10]=[CH:11][C:2]=2[O:17][N:16]=1)[CH2:14][CH3:15], predict the reactants needed to synthesize it. The reactants are: O[C:2]1[CH:11]=[CH:10][C:5]([C:6]([O:8][CH3:9])=[O:7])=[CH:4][C:3]=1/[C:12](=[N:16]/[OH:17])/[CH2:13][CH2:14][CH3:15].S(Cl)(Cl)=O.N1C=CC=CC=1.Cl.